Predict which catalyst facilitates the given reaction. From a dataset of Catalyst prediction with 721,799 reactions and 888 catalyst types from USPTO. (1) Reactant: Br[C:2]1[CH:7]=[CH:6][C:5]([S:8][CH3:9])=[CH:4][CH:3]=1.C([Li])CCC.C[O:16][B:17](OC)[O:18]C.[OH-].[Na+].C(O)(=O)CC(CC(O)=O)(C(O)=O)O. Product: [CH3:9][S:8][C:5]1[CH:6]=[CH:7][C:2]([B:17]([OH:18])[OH:16])=[CH:3][CH:4]=1. The catalyst class is: 30. (2) Reactant: [CH:1]1([CH2:5][C:6]2[N:7]=[C:8]([C:11](=[NH:14])[NH:12][OH:13])[S:9][CH:10]=2)[CH2:4][CH2:3][CH2:2]1.CN(C(ON1N=NC2C=CC=NC1=2)=[N+](C)C)C.F[P-](F)(F)(F)(F)F.CCN(C(C)C)C(C)C.[CH3:48][O:49][C:50](=[O:58])[C:51]([CH3:57])([CH3:56])[CH2:52][C:53](O)=O. Product: [CH:1]1([CH2:5][C:6]2[N:7]=[C:8]([C:11]3[N:14]=[C:53]([CH2:52][C:51]([CH3:57])([CH3:56])[C:50]([O:49][CH3:48])=[O:58])[O:13][N:12]=3)[S:9][CH:10]=2)[CH2:2][CH2:3][CH2:4]1. The catalyst class is: 31. (3) Reactant: Cl[C:2]1[N:7]=[C:6]([S:8][CH3:9])[N:5]=[C:4]([N:10]2[C:14]3[CH:15]=[CH:16][CH:17]=[CH:18][C:13]=3[N:12]=[C:11]2[CH:19]([F:21])[F:20])[CH:3]=1.CN(C)C(=O)C.[OH:28][CH2:29][CH:30]1[CH2:35][CH2:34][N:33]([NH:36][C:37]([O:39][C:40]([CH3:43])([CH3:42])[CH3:41])=[O:38])[CH2:32][CH2:31]1.C(=O)([O-])[O-].[Cs+].[Cs+]. Product: [F:20][CH:19]([F:21])[C:11]1[N:10]([C:4]2[N:5]=[C:6]([S:8][CH3:9])[N:7]=[C:2]([O:28][CH2:29][CH:30]3[CH2:35][CH2:34][N:33]([NH:36][C:37]([O:39][C:40]([CH3:43])([CH3:42])[CH3:41])=[O:38])[CH2:32][CH2:31]3)[CH:3]=2)[C:14]2[CH:15]=[CH:16][CH:17]=[CH:18][C:13]=2[N:12]=1. The catalyst class is: 6. (4) Reactant: C(N(CC)CC)C.[OH:8][C:9]1[CH:22]=[C:21]([OH:23])[CH:20]=[CH:19][C:10]=1[C:11]([C:13]1[CH:18]=[CH:17][CH:16]=[CH:15][CH:14]=1)=O.ClC(OCC)=O.O. Product: [CH2:11]([C:10]1[CH:19]=[CH:20][C:21]([OH:23])=[CH:22][C:9]=1[OH:8])[C:13]1[CH:14]=[CH:15][CH:16]=[CH:17][CH:18]=1. The catalyst class is: 1. (5) The catalyst class is: 45. Reactant: [NH2:1][C:2]1[C:11]2[N:10]=[CH:9][C:8]([C:12]#[C:13][C:14]3[CH:19]=[CH:18][C:17](OCOC)=[CH:16][C:15]=3[CH3:24])=[CH:7][C:6]=2[C:5]2[CH:25]=[CH:26][C:27]([CH2:29][CH2:30][C:31]([O:33][CH2:34][CH3:35])=[O:32])=[CH:28][C:4]=2[N:3]=1.[H][H].[C:38]([O:41][CH2:42]C)(=O)C.C(O)C. Product: [NH2:1][C:2]1[C:11]2[N:10]=[CH:9][C:8]([CH2:12][CH2:13][C:14]3[CH:19]=[CH:18][C:17]([CH2:38][O:41][CH3:42])=[CH:16][C:15]=3[CH3:24])=[CH:7][C:6]=2[C:5]2[CH:25]=[CH:26][C:27]([CH2:29][CH2:30][C:31]([O:33][CH2:34][CH3:35])=[O:32])=[CH:28][C:4]=2[N:3]=1.